From a dataset of Forward reaction prediction with 1.9M reactions from USPTO patents (1976-2016). Predict the product of the given reaction. (1) Given the reactants [F:1][C:2]([F:14])([F:13])[C:3]1[CH:4]=[C:5]2[C:10](=[CH:11][CH:12]=1)[CH2:9][NH:8][CH2:7][CH2:6]2.[CH3:15][S:16]([C:19]1[CH:20]=[CH:21][C:22]([O:28][C@@H:29]([CH3:34])[C:30]([F:33])([F:32])[F:31])=[C:23]([CH:27]=1)[C:24](O)=[O:25])(=[O:18])=[O:17], predict the reaction product. The product is: [CH3:15][S:16]([C:19]1[CH:20]=[CH:21][C:22]([O:28][C@@H:29]([CH3:34])[C:30]([F:31])([F:32])[F:33])=[C:23]([C:24]([N:8]2[CH2:7][CH2:6][C:5]3[C:10](=[CH:11][CH:12]=[C:3]([C:2]([F:1])([F:13])[F:14])[CH:4]=3)[CH2:9]2)=[O:25])[CH:27]=1)(=[O:18])=[O:17]. (2) Given the reactants [CH2:1]([N:8]1[CH2:13][CH2:12][N:11]([C:14]2[C:15]3[S:21][CH:20]=[CH:19][C:16]=3[NH:17][N:18]=2)[CH2:10][CH2:9]1)[C:2]1[CH:7]=[CH:6][CH:5]=[CH:4][CH:3]=1.[CH3:22]C(C)([O-])C.[K+].C([O-])(O)=O.[Na+], predict the reaction product. The product is: [CH2:1]([N:8]1[CH2:13][CH2:12][N:11]([C:14]2[C:15]3[S:21][CH:20]=[CH:19][C:16]=3[N:17]([CH3:22])[N:18]=2)[CH2:10][CH2:9]1)[C:2]1[CH:3]=[CH:4][CH:5]=[CH:6][CH:7]=1. (3) Given the reactants [CH3:1][N:2]1[CH2:7][CH2:6][N:5]([CH:8]([C:14]2[C:15]([CH3:20])=[N:16][CH:17]=[CH:18][CH:19]=2)[C:9]([O:11]CC)=O)[CH2:4][CH2:3]1.[OH-].[K+].[F:23][C:24]([F:38])([F:37])[C:25]1[CH:26]=[C:27]([NH:35][NH2:36])[CH:28]=[C:29]([C:31]([F:34])([F:33])[F:32])[CH:30]=1.CN1CCOCC1.F[P-](F)(F)(F)(F)F.N1(O[P+](N(C)C)(N(C)C)N(C)C)C2C=CC=CC=2N=N1, predict the reaction product. The product is: [F:23][C:24]([F:37])([F:38])[C:25]1[CH:26]=[C:27]([NH:35][NH:36][C:9](=[O:11])[CH:8]([N:5]2[CH2:4][CH2:3][N:2]([CH3:1])[CH2:7][CH2:6]2)[C:14]2[C:15]([CH3:20])=[N:16][CH:17]=[CH:18][CH:19]=2)[CH:28]=[C:29]([C:31]([F:34])([F:32])[F:33])[CH:30]=1. (4) Given the reactants C([O-])([O-])=O.[Na+].[Na+].Br[C:8]1[CH:13]=[CH:12][N:11]([CH3:14])[C:10](=[O:15])[CH:9]=1.[CH:16]1([CH:19]([C:38]2[CH:43]=[CH:42][C:41](B3OC(C)(C)C(C)(C)O3)=[CH:40][CH:39]=2)[N:20]2[CH2:25][CH2:24][C:23]([CH2:32][C:33]([OH:36])([CH3:35])[CH3:34])([C:26]3[CH:31]=[CH:30][CH:29]=[CH:28][CH:27]=3)[O:22][C:21]2=[O:37])[CH2:18][CH2:17]1, predict the reaction product. The product is: [CH:16]1([CH:19]([C:38]2[CH:43]=[CH:42][C:41]([C:8]3[CH:13]=[CH:12][N:11]([CH3:14])[C:10](=[O:15])[CH:9]=3)=[CH:40][CH:39]=2)[N:20]2[CH2:25][CH2:24][C:23]([CH2:32][C:33]([OH:36])([CH3:35])[CH3:34])([C:26]3[CH:31]=[CH:30][CH:29]=[CH:28][CH:27]=3)[O:22][C:21]2=[O:37])[CH2:17][CH2:18]1. (5) Given the reactants [NH:1]1[CH2:4][CH2:3][C@H:2]1[C:5]([OH:7])=[O:6].[C:8](O[C:8]([O:10][C:11]([CH3:14])([CH3:13])[CH3:12])=[O:9])([O:10][C:11]([CH3:14])([CH3:13])[CH3:12])=[O:9].O1CCOCC1, predict the reaction product. The product is: [C:11]([O:10][C:8]([N:1]1[CH2:4][CH2:3][CH:2]1[C:5]([OH:7])=[O:6])=[O:9])([CH3:14])([CH3:13])[CH3:12]. (6) Given the reactants C(O[C:6]([C:8]1[C:9]([OH:18])=[C:10]2[CH:17]=[CH:16][S:15][C:11]2=[C:12]([Cl:14])[N:13]=1)=[O:7])CCC.[NH2:19][CH2:20][C:21]([OH:23])=[O:22].CO[Na].CO, predict the reaction product. The product is: [Cl:14][C:12]1[N:13]=[C:8]([C:6]([NH:19][CH2:20][C:21]([OH:23])=[O:22])=[O:7])[C:9]([OH:18])=[C:10]2[CH:17]=[CH:16][S:15][C:11]=12. (7) Given the reactants [O:1]1[C:5]2[CH:6]=[CH:7][C:8]([CH:10]3[CH2:15][CH2:14][CH2:13][N:12]([C:16]([C@@H:18]4[O:23][C:22]5[CH:24]=[CH:25][CH:26]=[CH:27][C:21]=5[O:20][CH2:19]4)=O)[CH2:11]3)=[CH:9][C:4]=2[O:3][CH2:2]1.C1COCC1.O.[OH-].[Na+], predict the reaction product. The product is: [O:1]1[C:5]2[CH:6]=[CH:7][C:8]([CH:10]3[CH2:15][CH2:14][CH2:13][N:12]([CH2:16][C@@H:18]4[O:23][C:22]5[CH:24]=[CH:25][CH:26]=[CH:27][C:21]=5[O:20][CH2:19]4)[CH2:11]3)=[CH:9][C:4]=2[O:3][CH2:2]1. (8) The product is: [CH3:32][C:33]1[S:34][CH:35]=[C:36]([C:38]2[CH:43]=[CH:42][C:41]([O:44][CH2:46][CH:47]3[CH:52]([NH:53][C:54](=[O:60])[O:55][C:56]([CH3:59])([CH3:58])[CH3:57])[CH2:51][CH2:50][O:49][CH2:48]3)=[CH:40][CH:39]=2)[N:37]=1. Given the reactants P(CCCC)(CCCC)CCCC.C1CCN(C(N=NC(N2CCCCC2)=O)=O)CC1.[CH3:32][C:33]1[S:34][CH:35]=[C:36]([C:38]2[CH:43]=[CH:42][C:41]([OH:44])=[CH:40][CH:39]=2)[N:37]=1.O[CH2:46][CH:47]1[CH:52]([NH:53][C:54](=[O:60])[O:55][C:56]([CH3:59])([CH3:58])[CH3:57])[CH2:51][CH2:50][O:49][CH2:48]1.[OH-].[Na+], predict the reaction product.